The task is: Predict the reaction yield, written as a fraction of the theoretical maximum amount of product (1.0 means a 100% yield; for example, 0.34 means a 34% yield).. This data is from Reaction yield outcomes from USPTO patents with 853,638 reactions. (1) The reactants are [CH3:1][O:2][C:3]1[CH:4]=[C:5]2[C:10](=[CH:11][CH:12]=1)[CH:9]=[C:8]([S:13]([N:16]1[CH2:21][CH2:20][N:19]3[CH:22]=[CH:23][CH:24]=[C:18]3[CH:17]1[CH2:25][C:26]([OH:28])=O)(=[O:15])=[O:14])[CH:7]=[CH:6]2.CCN(C(C)C)C(C)C.CN(C(ON1N=NC2C=CC=NC1=2)=[N+](C)C)C.F[P-](F)(F)(F)(F)F.[CH3:62][NH:63][CH:64]1[CH2:73][CH2:72][C:71]2[C:66](=[CH:67][CH:68]=[C:69]([CH2:74][N:75]3[CH2:80][CH2:79][CH2:78][CH2:77][CH2:76]3)[CH:70]=2)[CH2:65]1. The catalyst is C1COCC1.C(OCC)(=O)C. The product is [CH3:1][O:2][C:3]1[CH:4]=[C:5]2[C:10](=[CH:11][CH:12]=1)[CH:9]=[C:8]([S:13]([N:16]1[CH2:21][CH2:20][N:19]3[CH:22]=[CH:23][CH:24]=[C:18]3[CH:17]1[CH2:25][C:26]([N:63]([CH3:62])[CH:64]1[CH2:73][CH2:72][C:71]3[C:66](=[CH:67][CH:68]=[C:69]([CH2:74][N:75]4[CH2:80][CH2:79][CH2:78][CH2:77][CH2:76]4)[CH:70]=3)[CH2:65]1)=[O:28])(=[O:15])=[O:14])[CH:7]=[CH:6]2. The yield is 0.470. (2) The catalyst is CN(C=O)C. The yield is 0.610. The product is [CH3:36][O:37][C:38](=[O:46])[CH2:39][CH2:40][CH2:41][S:42](=[O:44])(=[O:45])[NH:43][C:21](=[O:23])[CH2:20][CH2:19][CH2:18][CH2:17][CH2:16][CH2:15][CH2:14][CH2:13][CH2:12][CH2:11][CH2:10][CH2:9][CH2:8][CH2:7][CH2:6][C:5]1[NH:1][N:2]=[N:3][N:4]=1. The reactants are [NH:1]1[C:5]([CH2:6][CH2:7][CH2:8][CH2:9][CH2:10][CH2:11][CH2:12][CH2:13][CH2:14][CH2:15][CH2:16][CH2:17][CH2:18][CH2:19][CH2:20][C:21]([OH:23])=O)=[N:4][N:3]=[N:2]1.C(N1C=CN=C1)(N1C=CN=C1)=O.[CH3:36][O:37][C:38](=[O:46])[CH2:39][CH2:40][CH2:41][S:42](=[O:45])(=[O:44])[NH2:43].C1CCN2C(=NCCC2)CC1.Cl. (3) The reactants are [CH:1](I)([CH3:3])[CH3:2].[C:5]([O:9][C:10]([NH:12][C@@H:13]([CH2:18][C:19]1[CH:24]=[CH:23][C:22]([OH:25])=[CH:21][CH:20]=1)[C:14]([O:16][CH3:17])=[O:15])=[O:11])([CH3:8])([CH3:7])[CH3:6].C(=O)([O-])[O-].[K+].[K+]. The catalyst is C(#N)C. The product is [C:5]([O:9][C:10]([NH:12][C@@H:13]([CH2:18][C:19]1[CH:24]=[CH:23][C:22]([O:25][CH:1]([CH3:3])[CH3:2])=[CH:21][CH:20]=1)[C:14]([O:16][CH3:17])=[O:15])=[O:11])([CH3:8])([CH3:6])[CH3:7]. The yield is 0.900. (4) The reactants are [OH:1][C:2]1[CH:7]=[CH:6][C:5]([S:8]([N:11]([CH3:13])[CH3:12])(=[O:10])=[O:9])=[CH:4][CH:3]=1.[C:14]([O:18][C:19]([N:21]1[CH2:26][CH2:25][CH:24]([N:27]2[C:31]3=[N:32][CH:33]=[N:34][C:35](Cl)=[C:30]3[CH:29]=[N:28]2)[CH2:23][CH2:22]1)=[O:20])([CH3:17])([CH3:16])[CH3:15].C(=O)([O-])[O-].[K+].[K+].C(=O)([O-])[O-].[Na+].[Na+]. The catalyst is CN(C)C=O. The product is [C:14]([O:18][C:19]([N:21]1[CH2:22][CH2:23][CH:24]([N:27]2[C:31]3=[N:32][CH:33]=[N:34][C:35]([O:1][C:2]4[CH:7]=[CH:6][C:5]([S:8](=[O:10])(=[O:9])[N:11]([CH3:13])[CH3:12])=[CH:4][CH:3]=4)=[C:30]3[CH:29]=[N:28]2)[CH2:25][CH2:26]1)=[O:20])([CH3:17])([CH3:15])[CH3:16]. The yield is 0.280. (5) The reactants are [F:1][C:2]1[CH:7]=[C:6]([I:8])[CH:5]=[CH:4][C:3]=1[NH:9][C:10]1[C:18]([N+:19]([O-:21])=[O:20])=[C:17]([O:22][CH3:23])[CH:16]=[C:15]2[C:11]=1[CH:12]=[N:13][NH:14]2.[C:24]([O:28][C:29](O[C:29]([O:28][C:24]([CH3:27])([CH3:26])[CH3:25])=[O:30])=[O:30])([CH3:27])([CH3:26])[CH3:25].C(N(CC)CC)C.CN(C=O)C. The catalyst is C(Cl)Cl. The product is [C:24]([O:28][C:29]([N:14]1[C:15]2[C:11](=[C:10]([NH:9][C:3]3[CH:4]=[CH:5][C:6]([I:8])=[CH:7][C:2]=3[F:1])[C:18]([N+:19]([O-:21])=[O:20])=[C:17]([O:22][CH3:23])[CH:16]=2)[CH:12]=[N:13]1)=[O:30])([CH3:27])([CH3:26])[CH3:25]. The yield is 0.480. (6) The reactants are [CH3:1][C:2]1[C:6]2[C:7](=[O:20])[N:8]([CH2:12][CH2:13][N:14]3[CH2:19][CH2:18][CH2:17][CH2:16][CH2:15]3)[CH2:9][CH2:10][CH2:11][C:5]=2[NH:4][C:3]=1[CH:21]=O.[Br:23][C:24]1[CH:32]=[CH:31][CH:30]=[C:29]2[C:25]=1[CH2:26][C:27](=[O:33])[NH:28]2. No catalyst specified. The product is [Br:23][C:24]1[CH:32]=[CH:31][CH:30]=[C:29]2[C:25]=1[C:26](=[CH:21][C:3]1[NH:4][C:5]3[CH2:11][CH2:10][CH2:9][N:8]([CH2:12][CH2:13][N:14]4[CH2:19][CH2:18][CH2:17][CH2:16][CH2:15]4)[C:7](=[O:20])[C:6]=3[C:2]=1[CH3:1])[C:27](=[O:33])[NH:28]2. The yield is 0.912.